From a dataset of Forward reaction prediction with 1.9M reactions from USPTO patents (1976-2016). Predict the product of the given reaction. (1) Given the reactants [CH2:1]([O:8][C:9]1[CH:14]=[C:13]([O:15][Si](C(C)(C)C)(C)C)[CH:12]=[CH:11][C:10]=1[N:23]1[S:27](=[O:29])(=[O:28])[N:26]([CH2:30][CH2:31][Si:32]([CH3:35])([CH3:34])[CH3:33])[C:25](=[O:36])[CH2:24]1)[C:2]1[CH:7]=[CH:6][CH:5]=[CH:4][CH:3]=1.Cl, predict the reaction product. The product is: [CH2:1]([O:8][C:9]1[CH:14]=[C:13]([OH:15])[CH:12]=[CH:11][C:10]=1[N:23]1[S:27](=[O:28])(=[O:29])[N:26]([CH2:30][CH2:31][Si:32]([CH3:34])([CH3:33])[CH3:35])[C:25](=[O:36])[CH2:24]1)[C:2]1[CH:3]=[CH:4][CH:5]=[CH:6][CH:7]=1. (2) Given the reactants [Cl:1][C:2]1[C:3]2[CH:10]=[C:9]([CH3:11])[NH:8][C:4]=2[N:5]=[CH:6][N:7]=1.O[CH2:13][C@@H:14]1[CH2:18][CH2:17][CH2:16][N:15]1[C:19]([O:21][C:22]([CH3:25])([CH3:24])[CH3:23])=[O:20].C1C=CC(P(C2C=CC=CC=2)C2C=CC=CC=2)=CC=1.CCN(C(C)C)C(C)C, predict the reaction product. The product is: [Cl:1][C:2]1[C:3]2[CH:10]=[C:9]([CH3:11])[N:8]([CH2:13][C@@H:14]3[CH2:18][CH2:17][CH2:16][N:15]3[C:19]([O:21][C:22]([CH3:23])([CH3:25])[CH3:24])=[O:20])[C:4]=2[N:5]=[CH:6][N:7]=1. (3) Given the reactants CN(C(ON1N=NC2C=CC=NC1=2)=[N+](C)C)C.F[P-](F)(F)(F)(F)F.CCN(C(C)C)C(C)C.[C:34]([C:37]1[CH:38]=[N:39][C:40]2[C:45]([C:46]=1[NH:47][C:48]1[CH:53]=[CH:52][CH:51]=[C:50]([O:54][CH3:55])[CH:49]=1)=[CH:44][C:43]([S:56]([C:59]1[CH:60]=[C:61]([CH:65]=[CH:66][CH:67]=1)[C:62]([OH:64])=O)(=[O:58])=[O:57])=[CH:42][C:41]=2[CH3:68])(=[O:36])[NH2:35].O1[C:73]2([CH2:78][CH2:77][NH:76][CH2:75][CH2:74]2)[O:72]CC1.Cl, predict the reaction product. The product is: [CH3:55][O:54][C:50]1[CH:49]=[C:48]([NH:47][C:46]2[C:45]3[C:40](=[C:41]([CH3:68])[CH:42]=[C:43]([S:56]([C:59]4[CH:67]=[CH:66][CH:65]=[C:61]([C:62]([N:76]5[CH2:77][CH2:78][C:73](=[O:72])[CH2:74][CH2:75]5)=[O:64])[CH:60]=4)(=[O:57])=[O:58])[CH:44]=3)[N:39]=[CH:38][C:37]=2[C:34]([NH2:35])=[O:36])[CH:53]=[CH:52][CH:51]=1. (4) Given the reactants C([N:4]([C:17](=[O:19])[CH3:18])[C@H:5]([C:14]([OH:16])=[O:15])[CH2:6][C:7]1[CH:12]=[CH:11][C:10]([OH:13])=[CH:9][CH:8]=1)(C)C.C(=O)([O-])[O-].[K+].[K+].CS(O[CH2:31][CH2:32][C:33]1[CH:38]=[CH:37][C:36]([CH2:39][CH3:40])=[CH:35][N:34]=1)(=O)=O.[CH:41](O)([CH3:43])[CH3:42], predict the reaction product. The product is: [C:17]([NH:4][CH:5]([CH2:6][C:7]1[CH:8]=[CH:9][C:10]([O:13][CH2:31][CH2:32][C:33]2[CH:38]=[CH:37][C:36]([CH2:39][CH3:40])=[CH:35][N:34]=2)=[CH:11][CH:12]=1)[C:14]([O:16][CH:41]([CH3:43])[CH3:42])=[O:15])(=[O:19])[CH3:18]. (5) Given the reactants [CH3:1][C@@:2]([S:34]([CH3:37])(=[O:36])=[O:35])([CH2:13][CH2:14][N:15]1[CH:20]=[CH:19][C:18]([C:21]2[CH:26]=[CH:25][C:24]([CH:27]3[CH2:32][CH2:31][O:30][CH2:29][CH2:28]3)=[CH:23][CH:22]=2)=[CH:17][C:16]1=[O:33])[C:3]([NH:5][O:6]C1CCCCO1)=[O:4].Cl, predict the reaction product. The product is: [OH:6][NH:5][C:3](=[O:4])[C@:2]([CH3:1])([S:34]([CH3:37])(=[O:36])=[O:35])[CH2:13][CH2:14][N:15]1[CH:20]=[CH:19][C:18]([C:21]2[CH:22]=[CH:23][C:24]([CH:27]3[CH2:28][CH2:29][O:30][CH2:31][CH2:32]3)=[CH:25][CH:26]=2)=[CH:17][C:16]1=[O:33]. (6) Given the reactants [Cl:1][C:2]1[CH:7]=[C:6](I)[CH:5]=[C:4]([Cl:9])[N:3]=1.CC1(C)C(C)(C)OB([C:18]2[CH2:23][CH2:22][N:21]([C:24]([O:26][C:27]([CH3:30])([CH3:29])[CH3:28])=[O:25])[CH2:20][CH:19]=2)O1.C(=O)([O-])[O-].[K+].[K+], predict the reaction product. The product is: [Cl:1][C:2]1[CH:7]=[C:6]([C:18]2[CH2:23][CH2:22][N:21]([C:24]([O:26][C:27]([CH3:30])([CH3:29])[CH3:28])=[O:25])[CH2:20][CH:19]=2)[CH:5]=[C:4]([Cl:9])[N:3]=1. (7) Given the reactants [C:1]1([CH2:7][C:8]([O:10][CH3:11])=[O:9])[CH:6]=[CH:5][CH:4]=[CH:3][CH:2]=1.[C:12](O[C:12](=[O:17])[C:13]([CH3:16])([CH3:15])[CH3:14])(=[O:17])[C:13]([CH3:16])([CH3:15])[CH3:14], predict the reaction product. The product is: [CH3:14][C:13]([CH3:16])([CH3:15])[C:12](=[O:17])[CH:7]([C:1]1[CH:6]=[CH:5][CH:4]=[CH:3][CH:2]=1)[C:8]([O:10][CH3:11])=[O:9]. (8) Given the reactants Br[C:2]1[CH:7]=[CH:6][C:5]([C:8]2[NH:9][C:10](=[O:24])[C:11]3[N:16]([CH:17]4[CH2:22][CH2:21][CH2:20][CH2:19][CH2:18]4)[N:15]=[C:14]([CH3:23])[C:12]=3[N:13]=2)=[C:4]([O:25][CH2:26][CH3:27])[CH:3]=1.[NH:28]1[CH2:33][CH2:32][NH:31][CH2:30][CH2:29]1, predict the reaction product. The product is: [CH:17]1([N:16]2[C:11]3[C:10](=[O:24])[NH:9][C:8]([C:5]4[CH:6]=[CH:7][C:2]([N:28]5[CH2:33][CH2:32][NH:31][CH2:30][CH2:29]5)=[CH:3][C:4]=4[O:25][CH2:26][CH3:27])=[N:13][C:12]=3[C:14]([CH3:23])=[N:15]2)[CH2:22][CH2:21][CH2:20][CH2:19][CH2:18]1. (9) Given the reactants [C:1]1([CH2:7][O:8][C:9]([N:11]2[CH2:16][CH2:15][CH2:14][CH2:13][C@H:12]2[C:17](O)=[O:18])=[O:10])[CH:6]=[CH:5][CH:4]=[CH:3][CH:2]=1.O.C([O-])([O-])=O.[K+].[K+], predict the reaction product. The product is: [OH:18][CH2:17][C@@H:12]1[CH2:13][CH2:14][CH2:15][CH2:16][N:11]1[C:9]([O:8][CH2:7][C:1]1[CH:2]=[CH:3][CH:4]=[CH:5][CH:6]=1)=[O:10]. (10) The product is: [N:28]1[CH:29]=[CH:30][CH:31]=[CH:32][C:27]=1[NH:26][C:23]([C:16]1[C:17]2[N:18]=[CH:19][CH:20]=[N:21][C:22]=2[C:13]([C:3]2[C:2]([F:1])=[C:7]([O:8][CH3:9])[CH:6]=[C:5]([O:10][CH3:11])[C:4]=2[F:12])=[CH:14][CH:15]=1)=[O:24]. Given the reactants [F:1][C:2]1[C:7]([O:8][CH3:9])=[CH:6][C:5]([O:10][CH3:11])=[C:4]([F:12])[C:3]=1[C:13]1[C:22]2[N:21]=[CH:20][CH:19]=[N:18][C:17]=2[C:16]([C:23](O)=[O:24])=[CH:15][CH:14]=1.[NH2:26][C:27]1[CH:32]=[CH:31][CH:30]=[CH:29][N:28]=1, predict the reaction product.